Dataset: NCI-60 drug combinations with 297,098 pairs across 59 cell lines. Task: Regression. Given two drug SMILES strings and cell line genomic features, predict the synergy score measuring deviation from expected non-interaction effect. (1) Drug 1: CC(C)CN1C=NC2=C1C3=CC=CC=C3N=C2N. Drug 2: CC12CCC3C(C1CCC2OP(=O)(O)O)CCC4=C3C=CC(=C4)OC(=O)N(CCCl)CCCl.[Na+]. Cell line: HT29. Synergy scores: CSS=-3.92, Synergy_ZIP=-1.37, Synergy_Bliss=-5.78, Synergy_Loewe=-5.18, Synergy_HSA=-7.30. (2) Drug 1: C1=NC2=C(N=C(N=C2N1C3C(C(C(O3)CO)O)F)Cl)N. Drug 2: C1=NNC2=C1C(=O)NC=N2. Cell line: SW-620. Synergy scores: CSS=-0.0545, Synergy_ZIP=0.837, Synergy_Bliss=0.314, Synergy_Loewe=-0.129, Synergy_HSA=-1.37. (3) Drug 1: CCC1(CC2CC(C3=C(CCN(C2)C1)C4=CC=CC=C4N3)(C5=C(C=C6C(=C5)C78CCN9C7C(C=CC9)(C(C(C8N6C=O)(C(=O)OC)O)OC(=O)C)CC)OC)C(=O)OC)O.OS(=O)(=O)O. Drug 2: CC12CCC3C(C1CCC2O)C(CC4=C3C=CC(=C4)O)CCCCCCCCCS(=O)CCCC(C(F)(F)F)(F)F. Cell line: HOP-92. Synergy scores: CSS=19.8, Synergy_ZIP=-2.02, Synergy_Bliss=2.04, Synergy_Loewe=-17.9, Synergy_HSA=2.74. (4) Drug 1: CS(=O)(=O)OCCCCOS(=O)(=O)C. Drug 2: CC(C)NC(=O)C1=CC=C(C=C1)CNNC.Cl. Cell line: UACC-257. Synergy scores: CSS=2.66, Synergy_ZIP=-0.658, Synergy_Bliss=-0.387, Synergy_Loewe=-0.338, Synergy_HSA=-0.232.